From a dataset of Full USPTO retrosynthesis dataset with 1.9M reactions from patents (1976-2016). Predict the reactants needed to synthesize the given product. The reactants are: [Cu][C:2]#[N:3].[Cl:4][C:5]1[CH:10]=[CH:9][C:8]([N:11]=[N:12][C:13]2[CH:18]=[C:17]([F:19])[C:16]([F:20])=[CH:15][C:14]=2I)=[CH:7][CH:6]=1. Given the product [Cl:4][C:5]1[CH:10]=[CH:9][C:8]([N:11]=[N:12][C:13]2[CH:18]=[C:17]([F:19])[C:16]([F:20])=[CH:15][C:14]=2[C:2]#[N:3])=[CH:7][CH:6]=1, predict the reactants needed to synthesize it.